Predict the product of the given reaction. From a dataset of Forward reaction prediction with 1.9M reactions from USPTO patents (1976-2016). (1) Given the reactants [CH3:1][C:2]1[C:10]2[C:5](=[CH:6][CH:7]=[CH:8][C:9]=2[N+:11]([O-])=O)[N:4]([CH2:14][C:15]2[CH:20]=[CH:19][CH:18]=[C:17]([CH3:21])[N:16]=2)[N:3]=1, predict the reaction product. The product is: [CH3:1][C:2]1[C:10]2[C:9]([NH2:11])=[CH:8][CH:7]=[CH:6][C:5]=2[N:4]([CH2:14][C:15]2[CH:20]=[CH:19][CH:18]=[C:17]([CH3:21])[N:16]=2)[N:3]=1. (2) Given the reactants O[C:2]1[C:7]([CH:8]2[CH2:13][CH2:12][CH:11]([C:14]([O:16][CH2:17][CH3:18])=[O:15])[CH2:10][CH2:9]2)=[CH:6][N:5]=[C:4]([CH3:19])[N:3]=1.O=P(Cl)(Cl)[Cl:22], predict the reaction product. The product is: [Cl:22][C:2]1[C:7]([CH:8]2[CH2:13][CH2:12][CH:11]([C:14]([O:16][CH2:17][CH3:18])=[O:15])[CH2:10][CH2:9]2)=[CH:6][N:5]=[C:4]([CH3:19])[N:3]=1. (3) The product is: [O:8]=[C:3]1[CH2:4][CH2:5][C:6](=[O:7])[N:2]1[O:1][C:19]([C@H:16]1[CH2:15][CH2:14][C@H:13]([C:11]([O:10][CH3:9])=[O:12])[CH2:18][CH2:17]1)=[O:20]. Given the reactants [OH:1][N:2]1[C:6](=[O:7])[CH2:5][CH2:4][C:3]1=[O:8].[CH3:9][O:10][C:11]([C@H:13]1[CH2:18][CH2:17][C@H:16]([C:19](O)=[O:20])[CH2:15][CH2:14]1)=[O:12].C1(N=C=NC2CCCCC2)CCCCC1, predict the reaction product. (4) The product is: [OH:29][CH2:28][CH:27]([NH:26][C:22]([C:19]1[CH:20]=[CH:21][C:9]2[C:8](=[O:25])[C:7]3[C:6]4[C:14](=[CH:15][C:3]([C:1]#[N:2])=[CH:4][CH:5]=4)[NH:13][C:12]=3[C:11]([CH3:17])([CH3:16])[C:10]=2[CH:18]=1)=[O:24])[CH2:30][OH:31]. Given the reactants [C:1]([C:3]1[CH:15]=[C:14]2[C:6]([C:7]3[C:8](=[O:25])[C:9]4[CH:21]=[CH:20][C:19]([C:22]([OH:24])=O)=[CH:18][C:10]=4[C:11]([CH3:17])([CH3:16])[C:12]=3[NH:13]2)=[CH:5][CH:4]=1)#[N:2].[NH2:26][CH:27]([CH2:30][OH:31])[CH2:28][OH:29], predict the reaction product. (5) The product is: [CH2:20]([N:8]1[C:9](=[O:12])[CH:10]=[N:11][C:6]2[CH:5]=[CH:4][C:3]([O:2][CH3:1])=[N:13][C:7]1=2)[CH2:19][CH:18]=[CH2:17]. Given the reactants [CH3:1][O:2][C:3]1[CH:4]=[CH:5][C:6]2[N:11]=[CH:10][C:9](=[O:12])[NH:8][C:7]=2[N:13]=1.[H-].[Na+].Br[CH2:17][CH2:18][CH:19]=[CH2:20], predict the reaction product. (6) Given the reactants [Cl:1][C:2]1[CH:3]=[C:4]([C:10]2[C:11]([CH3:26])=[N:12][N:13]([CH2:16][C:17]3[CH:25]=[CH:24][C:20]([C:21](O)=[O:22])=[CH:19][CH:18]=3)[C:14]=2[CH3:15])[CH:5]=[CH:6][C:7]=1[C:8]#[N:9].Cl.[CH3:28][O:29][C:30](=[O:33])[CH2:31][NH2:32].CCN=C=NCCCN(C)C.C1C=CC2N(O)N=NC=2C=1.Cl, predict the reaction product. The product is: [Cl:1][C:2]1[CH:3]=[C:4]([C:10]2[C:11]([CH3:26])=[N:12][N:13]([CH2:16][C:17]3[CH:18]=[CH:19][C:20]([C:21]([NH:32][CH2:31][C:30]([O:29][CH3:28])=[O:33])=[O:22])=[CH:24][CH:25]=3)[C:14]=2[CH3:15])[CH:5]=[CH:6][C:7]=1[C:8]#[N:9]. (7) Given the reactants CC1(C)C(C)(C)OB([C:9]2[CH:10]=[N:11][N:12]([CH:14]3[CH2:19][CH2:18][N:17]([C:20]([O:22][C:23]([CH3:26])([CH3:25])[CH3:24])=[O:21])[CH2:16][CH2:15]3)[CH:13]=2)O1.[F:28][C:29]1[CH:30]=[C:31]([NH:55]C(C2C(=O)N(C3C=CC(F)=CC=3)N=CC=2)=O)[CH:32]=[CH:33][C:34]=1[O:35][C:36]1[CH:41]=[CH:40][N:39]=[C:38]2[N:42]([CH2:46][C:47]3[CH:52]=[CH:51][C:50]([O:53][CH3:54])=[CH:49][CH:48]=3)[N:43]=[C:44](I)[C:37]=12.C(=O)([O-])[O-].[K+].[K+], predict the reaction product. The product is: [NH2:55][C:31]1[CH:32]=[CH:33][C:34]([O:35][C:36]2[CH:41]=[CH:40][N:39]=[C:38]3[N:42]([CH2:46][C:47]4[CH:52]=[CH:51][C:50]([O:53][CH3:54])=[CH:49][CH:48]=4)[N:43]=[C:44]([C:9]4[CH:10]=[N:11][N:12]([CH:14]5[CH2:15][CH2:16][N:17]([C:20]([O:22][C:23]([CH3:24])([CH3:25])[CH3:26])=[O:21])[CH2:18][CH2:19]5)[CH:13]=4)[C:37]=23)=[C:29]([F:28])[CH:30]=1.